This data is from Full USPTO retrosynthesis dataset with 1.9M reactions from patents (1976-2016). The task is: Predict the reactants needed to synthesize the given product. (1) Given the product [Br:1][C:2]1[CH:9]=[CH:8][C:5]([CH2:6][C:16]2[CH:17]=[C:12]([CH2:11][OH:10])[CH:13]=[CH:14][CH:15]=2)=[CH:4][CH:3]=1, predict the reactants needed to synthesize it. The reactants are: [Br:1][C:2]1[CH:9]=[CH:8][C:5]([CH2:6]Br)=[CH:4][CH:3]=1.[OH:10][CH2:11][C:12]1[CH:13]=[C:14](B(O)O)[CH:15]=[CH:16][CH:17]=1.C(=O)([O-])[O-].[Na+].[Na+]. (2) Given the product [Cl:1][C:2]1[CH:7]=[CH:6][C:5]([C:8]2[CH:13]=[C:12]([CH3:14])[N:11]3[N:15]=[CH:16][C:17]([C:20]#[C:19][C:21]4[S:25][C:24]([S:26]([NH2:29])(=[O:28])=[O:27])=[CH:23][CH:22]=4)=[C:10]3[N:9]=2)=[CH:4][CH:3]=1, predict the reactants needed to synthesize it. The reactants are: [Cl:1][C:2]1[CH:7]=[CH:6][C:5]([C:8]2[CH:13]=[C:12]([CH3:14])[N:11]3[N:15]=[CH:16][C:17](I)=[C:10]3[N:9]=2)=[CH:4][CH:3]=1.[C:19]([C:21]1[S:25][C:24]([S:26]([NH2:29])(=[O:28])=[O:27])=[CH:23][CH:22]=1)#[CH:20]. (3) Given the product [CH3:1][C:2]1[CH:7]=[C:6]([CH3:8])[CH:5]=[CH:4][C:3]=1[C:9]1[CH:17]=[CH:16][CH:15]=[C:14]2[C:10]=1[C:11](=[O:19])[N:12]([CH3:18])[N:13]2[CH:23]([CH2:26][CH3:27])[CH2:24][CH3:25], predict the reactants needed to synthesize it. The reactants are: [CH3:1][C:2]1[CH:7]=[C:6]([CH3:8])[CH:5]=[CH:4][C:3]=1[C:9]1[CH:17]=[CH:16][CH:15]=[C:14]2[C:10]=1[C:11](=[O:19])[N:12]([CH3:18])[NH:13]2.[H-].[Na+].Br[CH:23]([CH2:26][CH3:27])[CH2:24][CH3:25]. (4) Given the product [C:1]([O:4][CH2:5][CH:6]1[CH2:10][CH2:9][N:8]([C:11]2[C:16](/[CH:17]=[C:27](\[CH3:35])/[C:28]([O:30][C:31]([CH3:34])([CH3:33])[CH3:32])=[O:29])=[CH:15][C:14]([Br:19])=[CH:13][N:12]=2)[CH2:7]1)(=[O:3])[CH3:2], predict the reactants needed to synthesize it. The reactants are: [C:1]([O:4][CH2:5][CH:6]1[CH2:10][CH2:9][N:8]([C:11]2[C:16]([CH:17]=O)=[CH:15][C:14]([Br:19])=[CH:13][N:12]=2)[CH2:7]1)(=[O:3])[CH3:2].C1(P(C2C=CC=CC=2)(C2C=CC=CC=2)=[C:27]([CH3:35])[C:28]([O:30][C:31]([CH3:34])([CH3:33])[CH3:32])=[O:29])C=CC=CC=1.O. (5) Given the product [CH:1]([C:4]1[N:8]2[CH:9]=[C:10]([C:14]3[CH:15]=[CH:16][C:17]([O:20][C:21]([F:23])([F:22])[F:24])=[CH:18][CH:19]=3)[CH:11]=[C:12]([NH:13][C:25](=[O:27])[CH3:26])[C:7]2=[N:6][N:5]=1)([CH3:3])[CH3:2], predict the reactants needed to synthesize it. The reactants are: [CH:1]([C:4]1[N:8]2[CH:9]=[C:10]([C:14]3[CH:19]=[CH:18][C:17]([O:20][C:21]([F:24])([F:23])[F:22])=[CH:16][CH:15]=3)[CH:11]=[C:12]([NH2:13])[C:7]2=[N:6][N:5]=1)([CH3:3])[CH3:2].[C:25](OC(=O)C)(=[O:27])[CH3:26].C(N(CC)CC)C. (6) Given the product [F:9][C:10]1[CH:11]=[C:12]([CH2:19][C:20]([C:22]2[CH:27]=[CH:26][CH:25]=[CH:24][CH:23]=2)=[N:2][OH:3])[CH:13]=[C:14]([F:18])[C:15]=1[S:16][CH3:17], predict the reactants needed to synthesize it. The reactants are: Cl.[NH2:2][OH:3].C([O-])(=O)C.[Na+].[F:9][C:10]1[CH:11]=[C:12]([CH2:19][C:20]([C:22]2[CH:27]=[CH:26][CH:25]=[CH:24][CH:23]=2)=O)[CH:13]=[C:14]([F:18])[C:15]=1[S:16][CH3:17]. (7) Given the product [F:1][C:2]1[C:3]([N:9]2[CH2:14][CH2:13][CH:12]([CH:15]3[CH2:20][CH2:19][N:18]([C:28]4[N:33]=[CH:32][CH:31]=[CH:30][N:29]=4)[CH2:17][CH2:16]3)[CH2:11][CH2:10]2)=[N:4][C:5]([CH3:8])=[N:6][CH:7]=1, predict the reactants needed to synthesize it. The reactants are: [F:1][C:2]1[C:3]([N:9]2[CH2:14][CH2:13][CH:12]([CH:15]3[CH2:20][CH2:19][NH:18][CH2:17][CH2:16]3)[CH2:11][CH2:10]2)=[N:4][C:5]([CH3:8])=[N:6][CH:7]=1.C(=O)([O-])[O-].[Cs+].[Cs+].Cl[C:28]1[N:33]=[CH:32][C:31](F)=[CH:30][N:29]=1. (8) The reactants are: [N:1]#[C:2][Br:3].[NH2:4][C:5]1[C:6]([Cl:25])=[N:7][C:8]2[C:13]([C:14]=1[NH:15][CH2:16][C:17]([NH:20][S:21]([CH3:24])(=[O:23])=[O:22])([CH3:19])[CH3:18])=[CH:12][CH:11]=[CH:10][CH:9]=2.O. Given the product [BrH:3].[NH2:1][C:2]1[N:15]([CH2:16][C:17]([NH:20][S:21]([CH3:24])(=[O:22])=[O:23])([CH3:19])[CH3:18])[C:14]2[C:13]3[CH:12]=[CH:11][CH:10]=[CH:9][C:8]=3[N:7]=[C:6]([Cl:25])[C:5]=2[N:4]=1, predict the reactants needed to synthesize it. (9) Given the product [F:21][C:16]1[CH:17]=[CH:18][CH:19]=[CH:20][C:15]=1[N:8]1[C:9]2[CH:14]=[CH:13][CH:12]=[CH:11][C:10]=2[N:6]([CH:4]([CH3:5])[CH2:3][CH2:2][NH:28][CH3:27])[S:7]1(=[O:22])=[O:23], predict the reactants needed to synthesize it. The reactants are: Br[CH2:2][CH2:3][CH:4]([N:6]1[C:10]2[CH:11]=[CH:12][CH:13]=[CH:14][C:9]=2[N:8]([C:15]2[CH:20]=[CH:19][CH:18]=[CH:17][C:16]=2[F:21])[S:7]1(=[O:23])=[O:22])[CH3:5].C1(=O)[NH:28][C:27](=O)C2=CC=CC=C12.[K].CNN. (10) The reactants are: [C:1]([O:5][C:6](=[O:36])[NH:7][C:8]1[CH:13]=[C:12]([C:14]#[N:15])[CH:11]=[C:10]([N:16]2[CH2:21][CH2:20][N:19]([CH:22]3[CH2:25][O:24][CH2:23]3)[CH:18]([CH2:26][O:27][Si](C(C)(C)C)(C)C)[CH2:17]2)[C:9]=1[Cl:35])([CH3:4])([CH3:3])[CH3:2].CCCC[N+](CCCC)(CCCC)CCCC.[F-]. Given the product [C:1]([O:5][C:6](=[O:36])[NH:7][C:8]1[CH:13]=[C:12]([C:14]#[N:15])[CH:11]=[C:10]([N:16]2[CH2:21][CH2:20][N:19]([CH:22]3[CH2:23][O:24][CH2:25]3)[CH:18]([CH2:26][OH:27])[CH2:17]2)[C:9]=1[Cl:35])([CH3:4])([CH3:2])[CH3:3], predict the reactants needed to synthesize it.